From a dataset of NCI-60 drug combinations with 297,098 pairs across 59 cell lines. Regression. Given two drug SMILES strings and cell line genomic features, predict the synergy score measuring deviation from expected non-interaction effect. Drug 1: C1=CC(=CC=C1C#N)C(C2=CC=C(C=C2)C#N)N3C=NC=N3. Drug 2: C1=NC2=C(N=C(N=C2N1C3C(C(C(O3)CO)O)F)Cl)N. Cell line: HL-60(TB). Synergy scores: CSS=31.1, Synergy_ZIP=3.64, Synergy_Bliss=5.29, Synergy_Loewe=-31.4, Synergy_HSA=-1.70.